Dataset: Reaction yield outcomes from USPTO patents with 853,638 reactions. Task: Predict the reaction yield, written as a fraction of the theoretical maximum amount of product (1.0 means a 100% yield; for example, 0.34 means a 34% yield). (1) The reactants are [CH3:1][N:2]([CH3:28])[C:3]([C:5]1[CH:27]=[CH:26][C:8]([O:9][C:10]2[C:15]3[CH:16]=[C:17]([CH2:19][CH3:20])[O:18][C:14]=3[CH:13]=[C:12]([C:21]([O:23]CC)=[O:22])[CH:11]=2)=[CH:7][CH:6]=1)=[O:4].O[Li].O. The catalyst is CO.O. The product is [CH3:28][N:2]([CH3:1])[C:3]([C:5]1[CH:27]=[CH:26][C:8]([O:9][C:10]2[C:15]3[CH:16]=[C:17]([CH2:19][CH3:20])[O:18][C:14]=3[CH:13]=[C:12]([C:21]([OH:23])=[O:22])[CH:11]=2)=[CH:7][CH:6]=1)=[O:4]. The yield is 0.990. (2) The reactants are C(N(CC)CC)C.[O:8]=[C:9]1[C:14]2[CH:15]=[C:16]([C:19](Cl)=[O:20])[CH:17]=[CH:18][C:13]=2[N:12]=[C:11]([C:22]2[CH:27]=[CH:26][CH:25]=[CH:24][CH:23]=2)[O:10]1.[CH2:28]([O:35][C:36]1[CH:44]=[CH:43][C:42]2[N:38]([CH:39]=[C:40]([CH3:47])[C:41]=2[O:45][CH3:46])[CH:37]=1)[C:29]1[CH:34]=[CH:33][CH:32]=[CH:31][CH:30]=1. The catalyst is ClCCl. The product is [CH2:28]([O:35][C:36]1[CH:44]=[CH:43][C:42]2[N:38]([C:39]([C:19]([C:16]3[CH:17]=[CH:18][C:13]4[N:12]=[C:11]([C:22]5[CH:27]=[CH:26][CH:25]=[CH:24][CH:23]=5)[O:10][C:9](=[O:8])[C:14]=4[CH:15]=3)=[O:20])=[C:40]([CH3:47])[C:41]=2[O:45][CH3:46])[CH:37]=1)[C:29]1[CH:30]=[CH:31][CH:32]=[CH:33][CH:34]=1. The yield is 0.830. (3) The reactants are [F:1][C:2]1[CH:7]=[CH:6][C:5]([N:8]2[C:16]3[C:11](=[CH:12][CH:13]=[CH:14][CH:15]=3)[C:10](O[C@H](C3C=CC=CC=3)[C@@H](N)C)=[N:9]2)=[CH:4][CH:3]=1.[CH:28]1([S:31](Cl)(=[O:33])=[O:32])[CH2:30][CH2:29]1.[C:35](O)([C:37](F)(F)F)=[O:36].C([N:44]([CH2:47][CH3:48])CC)C. The catalyst is N1C=CC=CC=1.O.CC#N. The product is [F:1][C:2]1[CH:3]=[CH:4][C:5]([N:8]2[C:16]3[C:11](=[CH:12][C:13]([O:36][C@H:35]([C:37]4[CH:6]=[CH:7][CH:2]=[CH:3][CH:4]=4)[C@@H:47]([NH:44][S:31]([CH:28]4[CH2:30][CH2:29]4)(=[O:33])=[O:32])[CH3:48])=[CH:14][CH:15]=3)[CH:10]=[N:9]2)=[CH:6][CH:7]=1. The yield is 0.330. (4) The product is [F:1][C:2]1[CH:3]=[CH:4][C:5]([CH2:6][NH:7][CH2:8][C:9]2[CH:25]=[CH:24][CH:23]=[C:11]([CH2:12][NH:14][CH2:15][C:16]3[CH:17]=[CH:18][C:19]([F:22])=[CH:20][CH:21]=3)[CH:10]=2)=[CH:27][CH:28]=1. The yield is 0.950. The reactants are [F:1][C:2]1[CH:28]=[CH:27][C:5]([CH2:6][NH:7][C:8](=O)[C:9]2[CH:25]=[CH:24][CH:23]=[C:11]([C:12]([NH:14][CH2:15][C:16]3[CH:21]=[CH:20][C:19]([F:22])=[CH:18][CH:17]=3)=O)[CH:10]=2)=[CH:4][CH:3]=1.B.CC(O)=O. The catalyst is C1COCC1. (5) The reactants are [C:1]([NH:4][C:5]1[CH:6]=[C:7]([CH:31]2[CH2:33][CH2:32]2)[C:8]([C:21]2[CH:22]=[C:23]3[C:28](=[CH:29][CH:30]=2)[O:27][CH2:26][CH2:25][CH2:24]3)=[C:9]([CH:12]([O:17][CH:18]2[CH2:20][CH2:19]2)[C:13]([O:15]C)=[O:14])[C:10]=1[CH3:11])(=[O:3])[CH3:2].[OH-].[Na+]. The catalyst is C(O)C.O1CCCC1. The product is [C:1]([NH:4][C:5]1[CH:6]=[C:7]([CH:31]2[CH2:32][CH2:33]2)[C:8]([C:21]2[CH:22]=[C:23]3[C:28](=[CH:29][CH:30]=2)[O:27][CH2:26][CH2:25][CH2:24]3)=[C:9]([CH:12]([O:17][CH:18]2[CH2:19][CH2:20]2)[C:13]([OH:15])=[O:14])[C:10]=1[CH3:11])(=[O:3])[CH3:2]. The yield is 0.460. (6) The reactants are [CH3:1][CH2:2][N:3]([CH2:6][CH2:7][NH:8][C:9]([C:11]1[C:12]([CH3:29])=[C:13](/[CH:17]=[C:18]2/[C:19]3[CH:20]=[C:21]([F:28])[CH:22]=[CH:23][C:24]=3[NH:25][C:26]/2=[O:27])[NH:14][C:15]=1[CH3:16])=[O:10])[CH2:4][CH3:5].[C:30]([OH:38])(=[O:37])[C@H:31]([CH2:33][C:34]([OH:36])=[O:35])[OH:32]. The catalyst is CO. The product is [CH3:1][CH2:2][N:3]([CH2:6][CH2:7][NH:8][C:9]([C:11]1[C:12]([CH3:29])=[C:13](/[CH:17]=[C:18]2/[C:19]3[CH:20]=[C:21]([F:28])[CH:22]=[CH:23][C:24]=3[NH:25][C:26]/2=[O:27])[NH:14][C:15]=1[CH3:16])=[O:10])[CH2:4][CH3:5].[CH2:33]([C:34]([OH:36])=[O:35])[C@H:31]([OH:32])[C:30]([OH:38])=[O:37]. The yield is 0.900. (7) The reactants are Br[C:2]1[C:3]([OH:13])=[C:4]([C:10](=[O:12])[CH3:11])[CH:5]=[C:6]([Cl:9])[C:7]=1[CH3:8].[Cu](C#N)[C:15]#[N:16]. The catalyst is CN1CCCC1=O.C(OCC)(=O)C.Cl. The product is [C:10]([C:4]1[C:3]([OH:13])=[C:2]([C:7]([CH3:8])=[C:6]([Cl:9])[CH:5]=1)[C:15]#[N:16])(=[O:12])[CH3:11]. The yield is 0.960. (8) The reactants are [Cl:1][C:2]1[S:6][C:5]([C:7]2[N:11]([C:12]3[CH:17]=[CH:16][C:15]([Cl:18])=[CH:14][C:13]=3[Cl:19])[N:10]=[C:9]([C:20](Cl)=[O:21])[C:8]=2[CH3:23])=[CH:4][CH:3]=1.[N:24]1([C:30](=[O:32])[CH3:31])[CH2:29][CH2:28][CH2:27][CH2:26][CH2:25]1.C[Si]([N-][Si](C)(C)C)(C)C.[Li+]. No catalyst specified. The product is [Cl:1][C:2]1[S:6][C:5]([C:7]2[N:11]([C:12]3[CH:17]=[CH:16][C:15]([Cl:18])=[CH:14][C:13]=3[Cl:19])[N:10]=[C:9]([C:20](=[O:21])[CH2:31][C:30]([N:24]3[CH2:29][CH2:28][CH2:27][CH2:26][CH2:25]3)=[O:32])[C:8]=2[CH3:23])=[CH:4][CH:3]=1. The yield is 0.410.